Dataset: Reaction yield outcomes from USPTO patents with 853,638 reactions. Task: Predict the reaction yield, written as a fraction of the theoretical maximum amount of product (1.0 means a 100% yield; for example, 0.34 means a 34% yield). (1) The reactants are Cl[C:2]1[C:7]([C:8]([F:11])([F:10])[F:9])=[CH:6][N:5]=[C:4]([NH:12][C:13]2[CH:14]=[CH:15][C:16]([CH2:21][P:22](=[O:29])([O:26][CH2:27][CH3:28])[O:23][CH2:24][CH3:25])=[N:17][C:18]=2[O:19][CH3:20])[N:3]=1.[NH2:30][C:31]1[CH:32]=[CH:33][C:34]([C@H:42]2[CH2:47][CH2:46][C@H:45]([OH:48])[CH2:44][CH2:43]2)=[C:35]2[C:39]=1[C:38](=[O:40])[N:37]([CH3:41])[CH2:36]2. No catalyst specified. The product is [CH2:24]([O:23][P:22]([CH2:21][C:16]1[CH:15]=[CH:14][C:13]([NH:12][C:4]2[N:3]=[C:2]([NH:30][C:31]3[CH:32]=[CH:33][C:34]([C@H:42]4[CH2:43][CH2:44][C@H:45]([OH:48])[CH2:46][CH2:47]4)=[C:35]4[C:39]=3[C:38](=[O:40])[N:37]([CH3:41])[CH2:36]4)[C:7]([C:8]([F:11])([F:10])[F:9])=[CH:6][N:5]=2)=[C:18]([O:19][CH3:20])[N:17]=1)(=[O:29])[O:26][CH2:27][CH3:28])[CH3:25]. The yield is 0.550. (2) The reactants are S(=O)(=O)(O)O.[CH3:6][O:7][C:8]1[CH:9]=[C:10](/[CH:16]=[C:17](/[C:21]2[CH:26]=[CH:25][C:24]([OH:27])=[CH:23][CH:22]=2)\[C:18]([OH:20])=[O:19])[CH:11]=[C:12]([O:14][CH3:15])[CH:13]=1.[CH3:28]O. No catalyst specified. The product is [CH3:28][O:19][C:18](=[O:20])/[C:17](/[C:21]1[CH:22]=[CH:23][C:24]([OH:27])=[CH:25][CH:26]=1)=[CH:16]\[C:10]1[CH:11]=[C:12]([O:14][CH3:15])[CH:13]=[C:8]([O:7][CH3:6])[CH:9]=1. The yield is 0.350. (3) The reactants are C([O:5][C:6](=[O:29])[CH2:7][CH2:8][C:9]1[CH:10]=[C:11]([CH:26]=[CH:27][CH:28]=1)[CH2:12][NH:13][C:14]1[CH:19]=[CH:18][CH:17]=[CH:16][C:15]=1/[CH:20]=[CH:21]/[C:22]([O:24][CH3:25])=[O:23])(C)(C)C.FC(F)(F)C(O)=O. The catalyst is ClCCl. The product is [CH3:25][O:24][C:22](=[O:23])/[CH:21]=[CH:20]/[C:15]1[CH:16]=[CH:17][CH:18]=[CH:19][C:14]=1[NH:13][CH2:12][C:11]1[CH:10]=[C:9]([CH2:8][CH2:7][C:6]([OH:29])=[O:5])[CH:28]=[CH:27][CH:26]=1. The yield is 0.610. (4) The reactants are [Si:1]([O:8][C@H:9]([C@H:13]([CH3:37])/[CH:14]=[CH:15]/[CH2:16][O:17][C:18]([C:31]1[CH:36]=[CH:35][CH:34]=[CH:33][CH:32]=1)([C:25]1[CH:30]=[CH:29][CH:28]=[CH:27][CH:26]=1)[C:19]1[CH:24]=[CH:23][CH:22]=[CH:21][CH:20]=1)[CH2:10][CH2:11][OH:12])([C:4]([CH3:7])([CH3:6])[CH3:5])([CH3:3])[CH3:2].C(N(CC)CC)C.CC(=CC)C.[O-]Cl=O.[Na+].Cl.[CH3:55][NH:56][O:57][CH3:58].C1CCC(N=C=NC2CCCCC2)CC1. The catalyst is C(Cl)Cl.CS(C)=O.CCOCC.C1COCC1.O.Cl.CN(C1C=CN=CC=1)C. The product is [Si:1]([O:8][C@H:9]([C@H:13]([CH3:37])/[CH:14]=[CH:15]/[CH2:16][O:17][C:18]([C:25]1[CH:30]=[CH:29][CH:28]=[CH:27][CH:26]=1)([C:31]1[CH:36]=[CH:35][CH:34]=[CH:33][CH:32]=1)[C:19]1[CH:20]=[CH:21][CH:22]=[CH:23][CH:24]=1)[CH2:10][C:11]([N:56]([O:57][CH3:58])[CH3:55])=[O:12])([C:4]([CH3:7])([CH3:6])[CH3:5])([CH3:3])[CH3:2]. The yield is 0.730. (5) The reactants are [OH-:1].[NH4+].[CH3:3][C:4]1[N:5]([C:9]2[CH:10]=[C:11]([C:15]3[O:16][CH:17]=[CH:18][C:19]=3[C:20]([O:22]CC)=[O:21])[CH:12]=[CH:13][CH:14]=2)[CH2:6][CH2:7][N:8]=1.[C:25]([O-])(=O)[CH3:26].[ClH:29]. The catalyst is CO.C1(C)C=CC=CC=1.O. The product is [Cl:29][C:10]1[CH:9]=[C:14]([C@@H:3]([OH:1])[CH2:4][NH:8][CH2:7][CH2:6][NH:5][C:9]2[CH:10]=[C:11]([C:15]3[O:16][CH:17]=[CH:18][C:19]=3[C:20]([OH:22])=[O:21])[CH:12]=[CH:13][CH:14]=2)[CH:13]=[CH:25][CH:26]=1. The yield is 0.950.